From a dataset of Full USPTO retrosynthesis dataset with 1.9M reactions from patents (1976-2016). Predict the reactants needed to synthesize the given product. Given the product [CH:4]([C:3]1[C:2]([CH3:1])=[C:9]([CH:8]=[CH:7][CH:6]=1)[O:10][C:12]1[CH:19]=[CH:18][C:15]([C:16]#[N:17])=[CH:14][N:13]=1)=[O:5], predict the reactants needed to synthesize it. The reactants are: [CH3:1][C:2]1[C:9]([OH:10])=[CH:8][CH:7]=[CH:6][C:3]=1[CH:4]=[O:5].Cl[C:12]1[CH:19]=[CH:18][C:15]([C:16]#[N:17])=[CH:14][N:13]=1.C([O-])([O-])=O.[K+].[K+].